From a dataset of Catalyst prediction with 721,799 reactions and 888 catalyst types from USPTO. Predict which catalyst facilitates the given reaction. (1) Reactant: C[Si]([N-][Si](C)(C)C)(C)C.[Li+].[C:11]([C:13]1[C:14]([N:21]([CH:25]2[CH2:28][CH2:27][CH2:26]2)[C:22](=[O:24])[CH3:23])=[N:15][C:16]([S:19][CH3:20])=[N:17][CH:18]=1)#[N:12]. Product: [NH2:12][C:11]1[C:13]2[CH:18]=[N:17][C:16]([S:19][CH3:20])=[N:15][C:14]=2[N:21]([CH:25]2[CH2:26][CH2:27][CH2:28]2)[C:22](=[O:24])[CH:23]=1. The catalyst class is: 1. (2) Reactant: Cl[C:2]1[C:7]([C:8]([F:11])([F:10])[F:9])=[CH:6][N:5]=[C:4]([NH:12][C:13]2[CH:32]=[CH:31][C:16]([CH2:17][N:18]3[CH2:23][CH2:22][N:21]([C:24]([O:26][C:27]([CH3:30])([CH3:29])[CH3:28])=[O:25])[CH2:20][CH2:19]3)=[CH:15][CH:14]=2)[N:3]=1.[C:33]([C:35]1[CH:40]=[CH:39][CH:38]=[CH:37][C:36]=1[CH2:41][C:42]([O:44][CH3:45])=[O:43])#[CH:34].C(N(CC)CC)C. Product: [CH3:45][O:44][C:42](=[O:43])[CH2:41][C:36]1[CH:37]=[CH:38][CH:39]=[CH:40][C:35]=1[C:33]#[C:34][C:2]1[C:7]([C:8]([F:11])([F:10])[F:9])=[CH:6][N:5]=[C:4]([NH:12][C:13]2[CH:32]=[CH:31][C:16]([CH2:17][N:18]3[CH2:23][CH2:22][N:21]([C:24]([O:26][C:27]([CH3:30])([CH3:29])[CH3:28])=[O:25])[CH2:20][CH2:19]3)=[CH:15][CH:14]=2)[N:3]=1. The catalyst class is: 538. (3) Reactant: [Cl:1][C:2]1[CH:11]=[CH:10][CH:9]=[C:8]2[C:3]=1[C:4](=[O:27])[N:5]([C:15]1[CH:16]=[C:17]([NH:21][C:22]([NH:24][CH2:25][CH3:26])=[O:23])[CH:18]=[CH:19][CH:20]=1)[C:6]([C@@H:12]([OH:14])[CH3:13])=[N:7]2.C[Si]([N-][Si](C)(C)C)(C)C.[Na+].[NH2:38][C:39]1[C:44]([C:45]#[N:46])=[C:43](Cl)[N:42]=[CH:41][N:40]=1.CO. Product: [NH2:38][C:39]1[N:40]=[CH:41][N:42]=[C:43]([O:14][C@H:12]([C:6]2[N:5]([C:15]3[CH:16]=[C:17]([NH:21][C:22]([NH:24][CH2:25][CH3:26])=[O:23])[CH:18]=[CH:19][CH:20]=3)[C:4](=[O:27])[C:3]3[C:8](=[CH:9][CH:10]=[CH:11][C:2]=3[Cl:1])[N:7]=2)[CH3:13])[C:44]=1[C:45]#[N:46]. The catalyst class is: 56. (4) Reactant: [CH:1]1([C:4]([N:6]2[CH2:10][CH2:9][C@@H:8]([CH2:11][C:12]3[N:13]([C:18]4[CH:23]=[CH:22][C:21](B5OC(C)(C)C(C)(C)O5)=[CH:20][C:19]=4[F:33])[C:14](=[O:17])[NH:15][N:16]=3)[CH2:7]2)=[O:5])[CH2:3][CH2:2]1.Br[C:35]1[CH:36]=[C:37]2[C:42](=[CH:43][CH:44]=1)[NH:41][CH:40]=[N:39][C:38]2=[O:45].C(=O)([O-])[O-].[K+].[K+]. Product: [CH:1]1([C:4]([N:6]2[CH2:10][CH2:9][C@@H:8]([CH2:11][C:12]3[N:13]([C:18]4[CH:23]=[CH:22][C:21]([C:35]5[CH:36]=[C:37]6[C:42](=[CH:43][CH:44]=5)[NH:41][CH:40]=[N:39][C:38]6=[O:45])=[CH:20][C:19]=4[F:33])[C:14](=[O:17])[NH:15][N:16]=3)[CH2:7]2)=[O:5])[CH2:3][CH2:2]1. The catalyst class is: 12. (5) Reactant: [CH:1]1([NH:4][C:5]2[C:10]([NH2:11])=[N:9][CH:8]=[CH:7][N:6]=2)[CH2:3][CH2:2]1.C1N=CN([C:17](N2C=NC=C2)=[O:18])C=1.O. Product: [CH:1]1([N:4]2[C:5]3=[N:6][CH:7]=[CH:8][N:9]=[C:10]3[NH:11][C:17]2=[O:18])[CH2:3][CH2:2]1. The catalyst class is: 1. (6) Reactant: [Cl:1][C:2]1[CH:10]=[C:6]([C:7]([OH:9])=O)[C:5]([OH:11])=[CH:4][CH:3]=1.P(Cl)(Cl)Cl.[F:16][C:17]([F:30])([F:29])[C:18]1[CH:19]=[C:20]([CH:22]=[C:23]([C:25]([F:28])([F:27])[F:26])[CH:24]=1)[NH2:21]. Product: [F:16][C:17]([F:29])([F:30])[C:18]1[CH:19]=[C:20]([NH:21][C:7](=[O:9])[C:6]2[CH:10]=[C:2]([Cl:1])[CH:3]=[CH:4][C:5]=2[OH:11])[CH:22]=[C:23]([C:25]([F:26])([F:28])[F:27])[CH:24]=1. The catalyst class is: 11.